From a dataset of NCI-60 drug combinations with 297,098 pairs across 59 cell lines. Regression. Given two drug SMILES strings and cell line genomic features, predict the synergy score measuring deviation from expected non-interaction effect. (1) Drug 1: CCC1(CC2CC(C3=C(CCN(C2)C1)C4=CC=CC=C4N3)(C5=C(C=C6C(=C5)C78CCN9C7C(C=CC9)(C(C(C8N6C)(C(=O)OC)O)OC(=O)C)CC)OC)C(=O)OC)O.OS(=O)(=O)O. Drug 2: C1CN(P(=O)(OC1)NCCCl)CCCl. Cell line: PC-3. Synergy scores: CSS=1.12, Synergy_ZIP=0.304, Synergy_Bliss=0.315, Synergy_Loewe=0.796, Synergy_HSA=-1.15. (2) Drug 1: CC1OCC2C(O1)C(C(C(O2)OC3C4COC(=O)C4C(C5=CC6=C(C=C35)OCO6)C7=CC(=C(C(=C7)OC)O)OC)O)O. Drug 2: C1C(C(OC1N2C=NC3=C2NC=NCC3O)CO)O. Cell line: UO-31. Synergy scores: CSS=12.3, Synergy_ZIP=-6.68, Synergy_Bliss=-4.71, Synergy_Loewe=-2.76, Synergy_HSA=-0.627. (3) Drug 1: CCN(CC)CCNC(=O)C1=C(NC(=C1C)C=C2C3=C(C=CC(=C3)F)NC2=O)C. Drug 2: C1C(C(OC1N2C=NC(=NC2=O)N)CO)O. Cell line: HCT116. Synergy scores: CSS=28.6, Synergy_ZIP=-5.17, Synergy_Bliss=-3.90, Synergy_Loewe=4.76, Synergy_HSA=4.75. (4) Drug 1: CC(CN1CC(=O)NC(=O)C1)N2CC(=O)NC(=O)C2. Drug 2: CC1=CC=C(C=C1)C2=CC(=NN2C3=CC=C(C=C3)S(=O)(=O)N)C(F)(F)F. Cell line: HOP-62. Synergy scores: CSS=10.5, Synergy_ZIP=-0.371, Synergy_Bliss=3.16, Synergy_Loewe=0.957, Synergy_HSA=2.59. (5) Drug 1: CC1=C(C(CCC1)(C)C)C=CC(=CC=CC(=CC(=O)O)C)C. Drug 2: CCN(CC)CCNC(=O)C1=C(NC(=C1C)C=C2C3=C(C=CC(=C3)F)NC2=O)C. Cell line: SF-539. Synergy scores: CSS=31.4, Synergy_ZIP=-4.18, Synergy_Bliss=-4.10, Synergy_Loewe=0.687, Synergy_HSA=-1.70.